This data is from Reaction yield outcomes from USPTO patents with 853,638 reactions. The task is: Predict the reaction yield, written as a fraction of the theoretical maximum amount of product (1.0 means a 100% yield; for example, 0.34 means a 34% yield). (1) The reactants are [OH-].[Na+].Br[CH2:4][C:5]([O:7][C:8]([CH3:11])([CH3:10])[CH3:9])=[O:6].[OH:12][CH2:13][C:14]1[CH:21]=[CH:20][C:17]([C:18]#[N:19])=[CH:16][CH:15]=1. The catalyst is S([O-])(O)(=O)=O.C([N+](CCCC)(CCCC)CCCC)CCC.C1(C)C=CC=CC=1. The product is [C:18]([C:17]1[CH:20]=[CH:21][C:14]([CH2:13][O:12][CH2:4][C:5]([O:7][C:8]([CH3:11])([CH3:10])[CH3:9])=[O:6])=[CH:15][CH:16]=1)#[N:19]. The yield is 0.780. (2) The yield is 0.598. The catalyst is O1CCCC1. The product is [CH3:34][N:13]([CH2:12][CH2:11][CH2:10][CH2:9][CH2:8][CH:7]([C:1]1[CH:6]=[CH:5][CH:4]=[CH:3][CH:2]=1)[O:21][C:22]1[CH:23]=[CH:24][C:25]([C:28]([F:29])([F:30])[F:31])=[CH:26][CH:27]=1)[C:14](=[O:20])[O:15][C:16]([CH3:19])([CH3:18])[CH3:17]. The reactants are [C:1]1([CH:7]([O:21][C:22]2[CH:27]=[CH:26][C:25]([C:28]([F:31])([F:30])[F:29])=[CH:24][CH:23]=2)[CH2:8][CH2:9][CH2:10][CH2:11][CH2:12][NH:13][C:14](=[O:20])[O:15][C:16]([CH3:19])([CH3:18])[CH3:17])[CH:6]=[CH:5][CH:4]=[CH:3][CH:2]=1.[H-].[Na+].[CH3:34]I.O.